Dataset: Catalyst prediction with 721,799 reactions and 888 catalyst types from USPTO. Task: Predict which catalyst facilitates the given reaction. (1) Reactant: [Si:1]([O:8][C:9]1[S:13]C(C)=NC=1)([C:4]([CH3:7])([CH3:6])[CH3:5])([CH3:3])[CH3:2].C([Li])CCC.[CH3:20]CCCCC.[CH3:26][N:27]([CH3:30])C=O.Cl.[O:32]1CCC[CH2:33]1. Product: [Si:1]([O:8][C:9]1[S:13][C:26]([CH:33]=[O:32])=[N:27][C:30]=1[CH3:20])([C:4]([CH3:7])([CH3:6])[CH3:5])([CH3:3])[CH3:2]. The catalyst class is: 6. (2) Reactant: [CH2:1]([C:6]1[CH:11]=[CH:10][C:9]([N:12]2[C:16]([CH3:17])=[CH:15][CH:14]=[C:13]2[C:18]2[CH:23]=[CH:22][C:21]([O:24][C@H:25]([CH2:29][C:30]3[CH:35]=[CH:34][CH:33]=[CH:32][CH:31]=3)[C:26]([OH:28])=[O:27])=[CH:20][CH:19]=2)=[CH:8][CH:7]=1)[CH2:2][CH2:3][CH2:4][CH3:5].[OH-].[Na+:37].C(O)C. Product: [CH2:1]([C:6]1[CH:7]=[CH:8][C:9]([N:12]2[C:16]([CH3:17])=[CH:15][CH:14]=[C:13]2[C:18]2[CH:23]=[CH:22][C:21]([O:24][C@H:25]([CH2:29][C:30]3[CH:35]=[CH:34][CH:33]=[CH:32][CH:31]=3)[C:26]([O-:28])=[O:27])=[CH:20][CH:19]=2)=[CH:10][CH:11]=1)[CH2:2][CH2:3][CH2:4][CH3:5].[Na+:37]. The catalyst class is: 8. (3) Reactant: [S:1]1[CH:5]=[CH:4][CH:3]=[C:2]1[C:6]1[CH:11]=[CH:10][N:9]=[C:8]2[N:12]([C@@H:15]3[O:23][C@H:22]([CH2:24][OH:25])[C@@H:17]([O:18][C:19](=[O:21])[CH3:20])[CH2:16]3)[CH:13]=[N:14][C:7]=12.[C:26]([O:29]C(=O)C)(=[O:28])[CH3:27]. Product: [S:1]1[CH:5]=[CH:4][CH:3]=[C:2]1[C:6]1[CH:11]=[CH:10][N:9]=[C:8]2[N:12]([C@@H:15]3[O:23][C@H:22]([CH2:24][OH:25])[C@@H:17]([O:18][C:19](=[O:21])[CH3:20])[C@H:16]3[O:29][C:26](=[O:28])[CH3:27])[CH:13]=[N:14][C:7]=12. The catalyst class is: 17. (4) Reactant: [Br:1][C:2]1[CH:7]=[C:6](F)[C:5]([N+:9]([O-:11])=[O:10])=[CH:4][C:3]=1[F:12].O.[NH2:14][NH2:15]. Product: [Br:1][C:2]1[C:3]([F:12])=[CH:4][C:5]([N+:9]([O-:11])=[O:10])=[C:6]([NH:14][NH2:15])[CH:7]=1. The catalyst class is: 8. (5) Reactant: [Cl:1][C:2]1[N:7]=[CH:6][C:5]([C:8](Cl)=[O:9])=[CH:4][CH:3]=1.[CH3:11][C:12]([CH3:16])([CH3:15])[CH2:13][OH:14]. Product: [Cl:1][C:2]1[N:7]=[CH:6][C:5]([C:8]([O:14][CH2:13][C:12]([CH3:16])([CH3:15])[CH3:11])=[O:9])=[CH:4][CH:3]=1. The catalyst class is: 260. (6) Reactant: C([O:3][C:4](=[O:15])[CH:5]([CH3:14])[C:6]([NH:8][CH2:9][C:10]([F:13])([F:12])[F:11])=[O:7])C.[OH-].[Li+]. Product: [CH3:14][CH:5]([C:6]([NH:8][CH2:9][C:10]([F:11])([F:12])[F:13])=[O:7])[C:4]([OH:15])=[O:3]. The catalyst class is: 30. (7) Reactant: [F:1][C:2]([F:14])([F:13])[C:3]1[CH:4]=[C:5]([CH:10]=[CH:11][CH:12]=1)[C:6](=[N:8][OH:9])[NH2:7].[OH-].[K+].[CH2:17]([CH:19]1[O:21][CH2:20]1)Cl. Product: [F:1][C:2]([F:13])([F:14])[C:3]1[CH:4]=[C:5]([CH:10]=[CH:11][CH:12]=1)[C:6]([NH:8][O:9][CH2:17][CH:19]1[O:21][CH2:20]1)=[NH:7]. The catalyst class is: 58.